From a dataset of hERG Central: cardiac toxicity at 1µM, 10µM, and general inhibition. Predict hERG channel inhibition at various concentrations. (1) The molecule is Nn1c(SCC(=O)Nc2ccc(F)cc2)nnc1-c1ccccn1. Results: hERG_inhib (hERG inhibition (general)): blocker. (2) The compound is Cn1c(=O)cc2c3c(c(N4CCCCC4)ccc31)C(=O)c1ccccc1-2. Results: hERG_inhib (hERG inhibition (general)): blocker. (3) The drug is Cc1nc(N2CCN(C(=O)c3ccco3)CC2)c2oc3ccccc3c2n1.Cl. Results: hERG_inhib (hERG inhibition (general)): blocker. (4) The compound is CN1CCN(c2ccccc2NC(=O)c2ccc(-c3cccc([N+](=O)[O-])c3)o2)CC1. Results: hERG_inhib (hERG inhibition (general)): blocker. (5) The compound is Cc1cc(C)c2nc(N3CCC(C(=O)N4CCCC4)CC3)sc2c1. Results: hERG_inhib (hERG inhibition (general)): blocker.